From a dataset of NCI-60 drug combinations with 297,098 pairs across 59 cell lines. Regression. Given two drug SMILES strings and cell line genomic features, predict the synergy score measuring deviation from expected non-interaction effect. Drug 1: CN1CCC(CC1)COC2=C(C=C3C(=C2)N=CN=C3NC4=C(C=C(C=C4)Br)F)OC. Drug 2: CC1=C(C=C(C=C1)C(=O)NC2=CC(=CC(=C2)C(F)(F)F)N3C=C(N=C3)C)NC4=NC=CC(=N4)C5=CN=CC=C5. Cell line: NCI-H460. Synergy scores: CSS=14.4, Synergy_ZIP=10.5, Synergy_Bliss=7.14, Synergy_Loewe=13.2, Synergy_HSA=7.10.